Task: Predict the reactants needed to synthesize the given product.. Dataset: Full USPTO retrosynthesis dataset with 1.9M reactions from patents (1976-2016) (1) Given the product [CH:1]1([CH2:7][NH:8][C:9]2[C:10]([NH2:22])=[CH:11][C:12]([O:15][C:16]3[CH:17]=[CH:18][CH:19]=[CH:20][CH:21]=3)=[CH:13][CH:14]=2)[CH2:2][CH2:3][CH2:4][CH2:5][CH2:6]1, predict the reactants needed to synthesize it. The reactants are: [CH:1]1([CH2:7][NH:8][C:9]2[CH:14]=[CH:13][C:12]([O:15][C:16]3[CH:21]=[CH:20][CH:19]=[CH:18][CH:17]=3)=[CH:11][C:10]=2[N+:22]([O-])=O)[CH2:6][CH2:5][CH2:4][CH2:3][CH2:2]1.[H][H]. (2) Given the product [CH2:1]([O:8][C:9]1[CH:10]=[C:11]([CH2:24][CH3:25])[C:12]([CH2:17][C:19]2[NH:23][CH:22]=[CH:21][N:20]=2)=[C:13]([CH2:15][CH3:16])[CH:14]=1)[C:2]1[CH:3]=[CH:4][CH:5]=[CH:6][CH:7]=1, predict the reactants needed to synthesize it. The reactants are: [CH2:1]([O:8][C:9]1[CH:14]=[C:13]([CH2:15][CH3:16])[C:12]([CH:17]([C:19]2[NH:20][CH:21]=[CH:22][N:23]=2)O)=[C:11]([CH2:24][CH3:25])[CH:10]=1)[C:2]1[CH:7]=[CH:6][CH:5]=[CH:4][CH:3]=1.C([SiH](CC)CC)C.FC(F)(F)C(O)=O.